Predict the product of the given reaction. From a dataset of Forward reaction prediction with 1.9M reactions from USPTO patents (1976-2016). The product is: [F:1][C:2]1([CH2:10][OH:11])[CH2:3][CH2:4][C:5]([F:9])([F:8])[CH2:6][CH2:7]1. Given the reactants [F:1][C:2]1([C:10](OCC)=[O:11])[CH2:7][CH2:6][C:5]([F:9])([F:8])[CH2:4][CH2:3]1.[H-].[Al+3].[Li+].[H-].[H-].[H-], predict the reaction product.